Dataset: Reaction yield outcomes from USPTO patents with 853,638 reactions. Task: Predict the reaction yield, written as a fraction of the theoretical maximum amount of product (1.0 means a 100% yield; for example, 0.34 means a 34% yield). (1) The reactants are [OH:1][C:2]1[C:3]2[C:13]([C:14]3[S:15][C:16](I)=[C:17]([CH3:19])[CH:18]=3)=[CH:12][S:11][C:4]=2[NH:5][C:6](=[O:10])[C:7]=1[C:8]#[N:9].O.[OH:22][C:23]1[CH:28]=[CH:27][C:26](B(O)O)=[CH:25][CH:24]=1.C([O-])([O-])=O.[Cs+].[Cs+]. The catalyst is O1CCOCC1.CN(C=O)C.CS(C)=O.CO.C1C=CC([P]([Pd]([P](C2C=CC=CC=2)(C2C=CC=CC=2)C2C=CC=CC=2)([P](C2C=CC=CC=2)(C2C=CC=CC=2)C2C=CC=CC=2)[P](C2C=CC=CC=2)(C2C=CC=CC=2)C2C=CC=CC=2)(C2C=CC=CC=2)C2C=CC=CC=2)=CC=1. The product is [OH:1][C:2]1[C:3]2[C:13]([C:14]3[S:15][C:16]([C:26]4[CH:27]=[CH:28][C:23]([OH:22])=[CH:24][CH:25]=4)=[C:17]([CH3:19])[CH:18]=3)=[CH:12][S:11][C:4]=2[NH:5][C:6](=[O:10])[C:7]=1[C:8]#[N:9]. The yield is 0.530. (2) The reactants are [CH:1]1([NH:4][CH2:5][CH:6]2[CH2:9][N:8]([C:10]([C:12]3[CH:13]=[C:14]([CH:27]=[CH:28][C:29]=3[F:30])[CH2:15][C:16]3[C:25]4[C:20](=[CH:21][CH:22]=[CH:23][CH:24]=4)[C:19](=[O:26])[NH:18][N:17]=3)=[O:11])[CH2:7]2)[CH2:3][CH2:2]1.[C:31]([O-])([O-])=O.[Na+].[Na+].CI. No catalyst specified. The product is [CH:1]1([N:4]([CH2:5][CH:6]2[CH2:7][N:8]([C:10]([C:12]3[CH:13]=[C:14]([CH:27]=[CH:28][C:29]=3[F:30])[CH2:15][C:16]3[C:25]4[C:20](=[CH:21][CH:22]=[CH:23][CH:24]=4)[C:19](=[O:26])[NH:18][N:17]=3)=[O:11])[CH2:9]2)[CH3:31])[CH2:2][CH2:3]1. The yield is 0.850. (3) The yield is 0.850. The catalyst is C(O)(C)C.C1COCC1.O. The product is [OH:4][CH2:5][C:6]1[C:7]([N:27]2[CH2:39][CH2:38][N:30]3[C:31]4[CH2:32][CH2:33][CH2:34][CH2:35][C:36]=4[CH:37]=[C:29]3[C:28]2=[O:40])=[N:8][CH:9]=[CH:10][C:11]=1[C:12]1[CH:17]=[C:16]([NH:18][C:19]2[CH:24]=[N:23][CH:22]=[CH:21][N:20]=2)[C:15](=[O:25])[N:14]([CH3:26])[CH:13]=1. The reactants are C([O:4][CH2:5][C:6]1[C:7]([N:27]2[CH2:39][CH2:38][N:30]3[C:31]4[CH2:32][CH2:33][CH2:34][CH2:35][C:36]=4[CH:37]=[C:29]3[C:28]2=[O:40])=[N:8][CH:9]=[CH:10][C:11]=1[C:12]1[CH:17]=[C:16]([NH:18][C:19]2[CH:24]=[N:23][CH:22]=[CH:21][N:20]=2)[C:15](=[O:25])[N:14]([CH3:26])[CH:13]=1)(=O)C.[OH-].[Li+]. (4) The reactants are [OH:1][CH:2]1[CH2:7][CH2:6][CH:5]([O:8][C:9]2[CH:14]=[CH:13][C:12]([N:15]3[C:20](=[O:21])[C:19]([CH2:22][C:23]4[CH:28]=[CH:27][C:26]([C:29]5[CH:34]=[CH:33][CH:32]=[CH:31][C:30]=5[C:35]5[NH:39][C:38](=[O:40])[O:37][N:36]=5)=[CH:25][CH:24]=4)=[C:18]([CH2:41][CH2:42][CH3:43])[N:17]=[C:16]3[CH3:44])=[CH:11][CH:10]=2)[CH2:4][C:3]1([CH3:46])[CH3:45].CC(OI1(OC(C)=O)(OC(C)=O)OC(=O)C2C1=CC=CC=2)=O.C(OCC)(=O)C.S([O-])([O-])(=O)=S.[Na+].[Na+]. The catalyst is C(Cl)Cl.O. The product is [CH3:45][C:3]1([CH3:46])[C:2](=[O:1])[CH2:7][CH2:6][CH:5]([O:8][C:9]2[CH:14]=[CH:13][C:12]([N:15]3[C:20](=[O:21])[C:19]([CH2:22][C:23]4[CH:28]=[CH:27][C:26]([C:29]5[CH:34]=[CH:33][CH:32]=[CH:31][C:30]=5[C:35]5[NH:39][C:38](=[O:40])[O:37][N:36]=5)=[CH:25][CH:24]=4)=[C:18]([CH2:41][CH2:42][CH3:43])[N:17]=[C:16]3[CH3:44])=[CH:11][CH:10]=2)[CH2:4]1. The yield is 0.610. (5) The reactants are [N+:1]([C:4]1[CH:5]=[C:6]([C:11]2([C:44]3[CH:49]=[CH:48][C:47]([OH:50])=[C:46]([N+:51]([O-])=O)[CH:45]=3)[C:23]3[CH:22]=[C:21]([C:24]45[CH2:33][CH:28]6[CH2:29][CH:30]([CH2:32][CH:26]([CH2:27]6)[CH2:25]4)[CH2:31]5)[CH:20]=[CH:19][C:18]=3[C:17]3[C:12]2=[CH:13][C:14]([C:34]24[CH2:43][CH:38]5[CH2:39][CH:40]([CH2:42][CH:36]([CH2:37]5)[CH2:35]2)[CH2:41]4)=[CH:15][CH:16]=3)[CH:7]=[CH:8][C:9]=1[OH:10])([O-])=O. The catalyst is [Pd].CN(C)C=O. The product is [NH2:1][C:4]1[CH:5]=[C:6]([C:11]2([C:44]3[CH:49]=[CH:48][C:47]([OH:50])=[C:46]([NH2:51])[CH:45]=3)[C:23]3[CH:22]=[C:21]([C:24]45[CH2:31][CH:30]6[CH2:32][CH:26]([CH2:27][CH:28]([CH2:29]6)[CH2:33]4)[CH2:25]5)[CH:20]=[CH:19][C:18]=3[C:17]3[C:12]2=[CH:13][C:14]([C:34]24[CH2:43][CH:38]5[CH2:39][CH:40]([CH2:42][CH:36]([CH2:37]5)[CH2:35]2)[CH2:41]4)=[CH:15][CH:16]=3)[CH:7]=[CH:8][C:9]=1[OH:10]. The yield is 0.940. (6) The reactants are [Cl:1][C:2]1[C:19]([F:20])=[CH:18][CH:17]=[C:16]([F:21])[C:3]=1[CH2:4][N:5]1[CH2:10][CH2:9][NH:8][C:7]2[N:11]=[CH:12][C:13](I)=[CH:14][C:6]1=2.[CH3:22][CH:23]([CH3:34])[CH2:24][CH2:25][N:26]1[CH:30]=[C:29](B(O)O)[CH:28]=[N:27]1. No catalyst specified. The product is [Cl:1][C:2]1[C:19]([F:20])=[CH:18][CH:17]=[C:16]([F:21])[C:3]=1[CH2:4][N:5]1[CH2:10][CH2:9][NH:8][C:7]2[N:11]=[CH:12][C:13]([C:29]3[CH:28]=[N:27][N:26]([CH2:25][CH2:24][CH:23]([CH3:34])[CH3:22])[CH:30]=3)=[CH:14][C:6]1=2. The yield is 0.210. (7) The reactants are [O:1]1[CH:5]=[CH:4][CH:3]=[C:2]1[C:6]1[N:7]=[C:8]([NH:17][C:18]([C:20]2[CH:25]=[CH:24][N:23]=[CH:22][CH:21]=2)=[O:19])[S:9][C:10]=1[C:11](=[O:16])N(OC)C.[CH2:26]([Mg]Br)[CH2:27][CH3:28].[Cl-].[NH4+]. The catalyst is C1COCC1. The product is [C:11]([C:10]1[S:9][C:8]([NH:17][C:18]([C:20]2[CH:21]=[CH:22][N:23]=[CH:24][CH:25]=2)=[O:19])=[N:7][C:6]=1[C:2]1[O:1][CH:5]=[CH:4][CH:3]=1)(=[O:16])[CH2:26][CH2:27][CH3:28]. The yield is 0.400.